From a dataset of Reaction yield outcomes from USPTO patents with 853,638 reactions. Predict the reaction yield, written as a fraction of the theoretical maximum amount of product (1.0 means a 100% yield; for example, 0.34 means a 34% yield). (1) The reactants are C[Si]([N-][Si](C)(C)C)(C)C.[Na+].[CH3:11][N:12]1[CH2:17][CH:16]=[C:15]([C:18]2[C:26]3[C:21](=[N:22][CH:23]=[CH:24][CH:25]=3)[NH:20][CH:19]=2)[CH2:14][CH2:13]1.[C:27]1([S:33](Cl)(=[O:35])=[O:34])[CH:32]=[CH:31][CH:30]=[CH:29][CH:28]=1. The catalyst is C1COCC1. The product is [CH3:11][N:12]1[CH2:13][CH:14]=[C:15]([C:18]2[C:26]3[C:21](=[N:22][CH:23]=[CH:24][CH:25]=3)[N:20]([S:33]([C:27]3[CH:32]=[CH:31][CH:30]=[CH:29][CH:28]=3)(=[O:35])=[O:34])[CH:19]=2)[CH2:16][CH2:17]1. The yield is 0.510. (2) The reactants are [F:1][CH:2]([F:13])[CH2:3][O:4][C:5]1[CH:12]=[CH:11][C:8]([CH:9]=[O:10])=[CH:7][CH:6]=1.O.O.P([O-])(O)(O)=[O:17].[Na+].CC(=CC)C.Cl([O-])=O.[Na+].[Cl-].[NH4+]. The catalyst is C(O)(C)(C)C.O. The product is [F:1][CH:2]([F:13])[CH2:3][O:4][C:5]1[CH:12]=[CH:11][C:8]([C:9]([OH:17])=[O:10])=[CH:7][CH:6]=1. The yield is 1.00. (3) The reactants are Br[C:2]1[CH:3]=[N:4][N:5]([CH3:18])[C:6]=1[C:7]1[CH:8]=[C:9]([C:14]([O:16][CH3:17])=[O:15])[S:10][C:11]=1[CH2:12][CH3:13].C(=O)([O-])[O-].[K+].[K+].O1CCO[CH2:27][CH2:26]1. The catalyst is O.CC(C)([P](C(C)(C)C)([Pd][P](C(C)(C)C)(C(C)(C)C)C(C)(C)C)C(C)(C)C)C. The product is [CH:26]([C:2]1[CH:3]=[N:4][N:5]([CH3:18])[C:6]=1[C:7]1[CH:8]=[C:9]([C:14]([O:16][CH3:17])=[O:15])[S:10][C:11]=1[CH2:12][CH3:13])=[CH2:27]. The yield is 0.730.